This data is from Full USPTO retrosynthesis dataset with 1.9M reactions from patents (1976-2016). The task is: Predict the reactants needed to synthesize the given product. (1) Given the product [CH3:15][O:16][C:17]1[CH:22]=[CH:21][C:20]2[CH2:3][CH2:4][NH:5][C:24](=[O:25])[CH2:23][C:19]=2[CH:18]=1, predict the reactants needed to synthesize it. The reactants are: CO[CH:3](OC)[CH2:4][NH2:5].C(N(CC)CC)C.[CH3:15][O:16][C:17]1[CH:18]=[C:19]([CH2:23][C:24](Cl)=[O:25])[CH:20]=[CH:21][CH:22]=1.O. (2) Given the product [C:6]([C:5]1[CH:8]=[CH:9][C:2]([NH:10][C:11]2[CH:16]=[CH:15][CH:14]=[CH:13][CH:12]=2)=[CH:3][CH:4]=1)#[N:7], predict the reactants needed to synthesize it. The reactants are: Br[C:2]1[CH:9]=[CH:8][C:5]([C:6]#[N:7])=[CH:4][CH:3]=1.[NH2:10][C:11]1[CH:16]=[CH:15][CH:14]=[CH:13][CH:12]=1.CC(C)([O-])C.[Na+]. (3) Given the product [Cl:11][C:12]1[C:17]([C:18]2[CH:19]=[CH:20][CH:21]=[CH:22][CH:23]=2)=[N:16][N:15]=[C:14]2[N:24]([CH2:28][C:29]([N:31]3[CH2:35][CH2:34][CH2:33][CH2:32]3)=[O:30])[N:25]=[C:26]([C:3]3[CH:4]=[CH:5][CH:6]=[CH:7][C:2]=3[F:1])[C:13]=12, predict the reactants needed to synthesize it. The reactants are: [F:1][C:2]1[CH:7]=[CH:6][CH:5]=[CH:4][C:3]=1B(O)O.[Cl:11][C:12]1[C:17]([C:18]2[CH:23]=[CH:22][CH:21]=[CH:20][CH:19]=2)=[N:16][N:15]=[C:14]2[N:24]([CH2:28][C:29]([N:31]3[CH2:35][CH2:34][CH2:33][CH2:32]3)=[O:30])[N:25]=[C:26](I)[C:13]=12.